From a dataset of Forward reaction prediction with 1.9M reactions from USPTO patents (1976-2016). Predict the product of the given reaction. (1) Given the reactants [CH3:1][O:2][C:3]1[CH:4]=[C:5]([C:9]2[C:17]3[C:12](=[CH:13][CH:14]=[CH:15][CH:16]=3)[CH2:11][CH:10]=2)[CH:6]=[CH:7][CH:8]=1.[Li]N([Si](C)(C)C)[Si](C)(C)C.Br[CH2:29][C:30]([O:32][CH2:33][CH3:34])=[O:31], predict the reaction product. The product is: [CH3:1][O:2][C:3]1[CH:4]=[C:5]([C:9]2[C:17]3[C:12](=[CH:13][CH:14]=[CH:15][CH:16]=3)[CH:11]([CH2:29][C:30]([O:32][CH2:33][CH3:34])=[O:31])[CH:10]=2)[CH:6]=[CH:7][CH:8]=1. (2) Given the reactants Cl[C:2]1[N:11]=[C:10](Cl)[C:9]2[C:4](=[CH:5][CH:6]=[CH:7][CH:8]=2)[N:3]=1.[NH2:13][C:14]1[CH:21]=[CH:20][C:17]([CH2:18][NH2:19])=[CH:16][CH:15]=1.[C:22]1([C:31]2[CH:36]=[CH:35][CH:34]=[CH:33][CH:32]=2)[CH:27]=[CH:26][C:25]([C:28](Cl)=[O:29])=[CH:24][CH:23]=1.[CH3:37][NH2:38], predict the reaction product. The product is: [CH3:37][NH:38][C:2]1[N:11]=[C:10]([NH:19][CH2:18][C:17]2[CH:20]=[CH:21][C:14]([NH:13][C:28]([C:25]3[CH:26]=[CH:27][C:22]([C:31]4[CH:36]=[CH:35][CH:34]=[CH:33][CH:32]=4)=[CH:23][CH:24]=3)=[O:29])=[CH:15][CH:16]=2)[C:9]2[C:4](=[CH:5][CH:6]=[CH:7][CH:8]=2)[N:3]=1.